From a dataset of Forward reaction prediction with 1.9M reactions from USPTO patents (1976-2016). Predict the product of the given reaction. (1) Given the reactants [Cl:1][C:2]1[CH:3]=[C:4]([CH:7]=[CH:8][C:9]=1[Cl:10])[CH:5]=O.C([O:13][C:14](=O)[CH2:15][C:16]#[N:17])C.S(O)(O)(=O)=O.C[NH:25][C:26](=[NH:28])[SH:27].[C:29](=O)([O-])[O-].[K+].[K+], predict the reaction product. The product is: [Cl:1][C:2]1[CH:3]=[C:4]([C:5]2[N:28]=[C:26]([S:27][CH3:29])[N:25]=[C:14]([OH:13])[C:15]=2[C:16]#[N:17])[CH:7]=[CH:8][C:9]=1[Cl:10]. (2) Given the reactants [CH:1]([C:3]1[CH:8]=[CH:7][C:6]([S:9]([N:12]2[CH2:16][CH2:15][CH2:14][C@H:13]2[C:17]([OH:19])=[O:18])(=[O:11])=[O:10])=[CH:5][CH:4]=1)=[O:2].[Cl:20][C:21]1[CH:22]=[N+:23]([O-:41])[CH:24]=[C:25]([Cl:40])[C:26]=1[CH2:27][C@@H:28]([C:30]1[CH:35]=[CH:34][C:33]([O:36][CH3:37])=[C:32]([O:38][CH3:39])[CH:31]=1)O.C(Cl)CCl, predict the reaction product. The product is: [Cl:40][C:25]1[CH:24]=[N+:23]([O-:41])[CH:22]=[C:21]([Cl:20])[C:26]=1[CH2:27][C@H:28]([O:18][C:17]([C@@H:13]1[CH2:14][CH2:15][CH2:16][N:12]1[S:9]([C:6]1[CH:5]=[CH:4][C:3]([CH:1]=[O:2])=[CH:8][CH:7]=1)(=[O:10])=[O:11])=[O:19])[C:30]1[CH:35]=[CH:34][C:33]([O:36][CH3:37])=[C:32]([O:38][CH3:39])[CH:31]=1.